This data is from Forward reaction prediction with 1.9M reactions from USPTO patents (1976-2016). The task is: Predict the product of the given reaction. (1) Given the reactants [CH2:1]([C@H:8]([NH:43][C:44](=[O:50])OC(C)(C)C)[CH2:9][C@H:10]([OH:42])[C@@H:11]([NH:19][C:20](=[O:41])[C@@H:21]([N:26]1[CH2:30][CH2:29][N:28]([CH2:31][C:32]2[N:33]=[C:34]([CH2:37][O:38][CH3:39])[S:35][CH:36]=2)[C:27]1=[O:40])[C:22]([CH3:25])([CH3:24])[CH3:23])[CH2:12][C:13]1[CH:18]=[CH:17][CH:16]=[CH:15][CH:14]=1)[C:2]1[CH:7]=[CH:6][CH:5]=[CH:4][CH:3]=1.FC(F)(F)C(O)=O.[CH3:58][O:59][C:60]([NH:62][C@@H:63]([C:67]([CH3:70])([CH3:69])[CH3:68])C(O)=O)=[O:61].CCN=C=NCCCN(C)C.C1C=CC2N(O)N=NC=2C=1.CN1CCOCC1, predict the reaction product. The product is: [CH2:1]([C@H:8]([NH:43][C:44]([C@@H:63]([NH:62][C:60](=[O:61])[O:59][CH3:58])[C:67]([CH3:70])([CH3:69])[CH3:68])=[O:50])[CH2:9][C@H:10]([OH:42])[C@@H:11]([NH:19][C:20](=[O:41])[C@@H:21]([N:26]1[CH2:30][CH2:29][N:28]([CH2:31][C:32]2[N:33]=[C:34]([CH2:37][O:38][CH3:39])[S:35][CH:36]=2)[C:27]1=[O:40])[C:22]([CH3:25])([CH3:24])[CH3:23])[CH2:12][C:13]1[CH:18]=[CH:17][CH:16]=[CH:15][CH:14]=1)[C:2]1[CH:3]=[CH:4][CH:5]=[CH:6][CH:7]=1. (2) Given the reactants [C:1]([C:9]([C:15]1[CH:16]=[CH:17][C:18](=[O:24])[N:19]([CH:21]([CH3:23])[CH3:22])[N:20]=1)=[C:10](SC)[S:11][CH3:12])(=O)[C:2]1[CH:7]=[CH:6][CH:5]=[CH:4][CH:3]=1.C(=O)(O)O.[NH2:29][C:30]([NH2:32])=[NH:31].O.C(OC(C)C)(C)C, predict the reaction product. The product is: [NH2:32][C:30]1[N:31]=[C:10]([S:11][CH3:12])[C:9]([C:15]2[CH:16]=[CH:17][C:18](=[O:24])[N:19]([CH:21]([CH3:23])[CH3:22])[N:20]=2)=[C:1]([C:2]2[CH:7]=[CH:6][CH:5]=[CH:4][CH:3]=2)[N:29]=1. (3) Given the reactants [Br:1][C:2]1[CH:10]=[CH:9][N:8]=[C:7]2[C:3]=1[CH:4]=[CH:5][NH:6]2.[H-].[Na+].[C:13]1([S:19](Cl)(=[O:21])=[O:20])[CH:18]=[CH:17][CH:16]=[CH:15][CH:14]=1, predict the reaction product. The product is: [C:13]1([S:19]([N:6]2[C:7]3=[N:8][CH:9]=[CH:10][C:2]([Br:1])=[C:3]3[CH:4]=[CH:5]2)(=[O:21])=[O:20])[CH:18]=[CH:17][CH:16]=[CH:15][CH:14]=1. (4) Given the reactants [C:1]1(B(O)O)[CH:6]=[CH:5][CH:4]=[CH:3][CH:2]=1.Br[C:11]1[S:12][CH:13]=[C:14]([Br:16])[N:15]=1.C1(C)C=CC=CC=1.C(=O)([O-])[O-].[Na+].[Na+], predict the reaction product. The product is: [C:1]1([C:11]2[S:12][CH:13]=[C:14]([Br:16])[N:15]=2)[CH:6]=[CH:5][CH:4]=[CH:3][CH:2]=1. (5) Given the reactants [C:1]12([CH2:11][C:12]([NH:14][C:15]3[C:24]([CH3:25])=[CH:23][CH:22]=[C:21]4[C:16]=3[CH:17]=[CH:18][C:19]([NH:26][CH2:27][CH2:28][CH2:29][N:30](C)[C:31](=O)OC(C)(C)C)=[N:20]4)=[O:13])[CH2:10][CH:5]3[CH2:6][CH:7]([CH2:9][CH:3]([CH2:4]3)[CH2:2]1)[CH2:8]2.Cl, predict the reaction product. The product is: [C:1]12([CH2:11][C:12]([NH:14][C:15]3[C:24]([CH3:25])=[CH:23][CH:22]=[C:21]4[C:16]=3[CH:17]=[CH:18][C:19]([NH:26][CH2:27][CH2:28][CH2:29][NH:30][CH3:31])=[N:20]4)=[O:13])[CH2:10][CH:5]3[CH2:4][CH:3]([CH2:9][CH:7]([CH2:6]3)[CH2:8]1)[CH2:2]2. (6) Given the reactants [C:1]([Si:5]([O:8][CH2:9][C:10]1[CH:15]=[C:14]([CH:16]=[CH2:17])[CH:13]=[C:12]([Cl:18])[CH:11]=1)([CH3:7])[CH3:6])([CH3:4])([CH3:3])[CH3:2].B1C2CCCC1CCC2.[OH-:28].[Na+].OO, predict the reaction product. The product is: [Si:5]([O:8][CH2:9][C:10]1[CH:15]=[C:14]([CH2:16][CH2:17][OH:28])[CH:13]=[C:12]([Cl:18])[CH:11]=1)([C:1]([CH3:4])([CH3:3])[CH3:2])([CH3:7])[CH3:6]. (7) Given the reactants [Cl:1][C:2]1[CH:7]=[C:6]([Cl:8])[CH:5]=[CH:4][C:3]=1Br.[NH2:10][C:11]1[CH:12]=[C:13]2[C:18]3=[C:19]([CH2:21][CH2:22][CH2:23][N:17]3[CH2:16][C@@H:15]3[CH2:24][N:25](C(OC(C)(C)C)=O)[CH2:26][C@@H:14]23)[CH:20]=1, predict the reaction product. The product is: [Cl:1][C:2]1[CH:7]=[C:6]([Cl:8])[CH:5]=[CH:4][C:3]=1[NH:10][C:11]1[CH:12]=[C:13]2[C:18]3=[C:19]([CH2:21][CH2:22][CH2:23][N:17]3[CH2:16][C@@H:15]3[CH2:24][NH:25][CH2:26][C@@H:14]23)[CH:20]=1.